This data is from Full USPTO retrosynthesis dataset with 1.9M reactions from patents (1976-2016). The task is: Predict the reactants needed to synthesize the given product. (1) Given the product [CH3:20][CH2:17][C:16]([C:12]1[C:7]2([CH2:6][CH:5]=[CH:14][C:13]=1[CH3:15])[CH2:8][CH2:9][CH2:10][CH2:11]2)=[O:18], predict the reactants needed to synthesize it. The reactants are: C(O[C@H:5]1[CH:14]=[C:13]([CH3:15])[C@H:12]([C:16](=[O:18])[CH3:17])[C:7]2([CH2:11][CH2:10][CH2:9][CH2:8]2)[CH2:6]1)(=O)C.Cl.[CH2:20]1CCN2C(=NCCC2)CC1. (2) Given the product [Cl:8][C:7]1[CH:6]=[C:5]([N:9]2[C:18]3[C:13](=[CH:14][C:15]([S:19]([NH:22][C:23]4[CH:28]=[CH:27][N:26]=[CH:25][N:24]=4)(=[O:20])=[O:21])=[CH:16][CH:17]=3)[CH:12]=[CH:11][C:10]2=[O:29])[C:4]([O:30][CH3:31])=[CH:3][C:2]=1[C:36]1[CH:37]=[CH:38][C:33]([Cl:32])=[C:34]([CH3:42])[CH:35]=1, predict the reactants needed to synthesize it. The reactants are: Br[C:2]1[C:7]([Cl:8])=[CH:6][C:5]([N:9]2[C:18]3[C:13](=[CH:14][C:15]([S:19]([NH:22][C:23]4[CH:28]=[CH:27][N:26]=[CH:25][N:24]=4)(=[O:21])=[O:20])=[CH:16][CH:17]=3)[CH:12]=[CH:11][C:10]2=[O:29])=[C:4]([O:30][CH3:31])[CH:3]=1.[Cl:32][C:33]1[CH:38]=[CH:37][C:36](B(O)O)=[CH:35][C:34]=1[CH3:42].C(=O)([O-])[O-].[K+].[K+]. (3) Given the product [CH3:12][O:11][C:10]1[C:2]2[N:1]=[CH:13][O:5][C:4](=[O:6])[C:3]=2[CH:7]=[CH:8][CH:9]=1, predict the reactants needed to synthesize it. The reactants are: [NH2:1][C:2]1[C:10]([O:11][CH3:12])=[CH:9][CH:8]=[CH:7][C:3]=1[C:4]([OH:6])=[O:5].[CH2:13](OC(OCC)OCC)C.C(O)(=O)C. (4) Given the product [Cl:14][C:13]1[C:12]2[C:7](=[CH:8][CH:9]=[CH:10][CH:11]=2)[N:6]([CH2:16][C:17]2[C:26]3[C:21](=[CH:22][CH:23]=[CH:24][CH:25]=3)[CH:20]=[CH:19][CH:18]=2)[C:5]=1[C:3]([OH:2])=[O:4], predict the reactants needed to synthesize it. The reactants are: C[O:2][C:3]([C:5]1[NH:6][C:7]2[C:12]([C:13]=1[Cl:14])=[CH:11][CH:10]=[CH:9][CH:8]=2)=[O:4].Br[CH2:16][C:17]1[C:26]2[C:21](=[CH:22][CH:23]=[CH:24][CH:25]=2)[CH:20]=[CH:19][CH:18]=1.